This data is from Peptide-MHC class I binding affinity with 185,985 pairs from IEDB/IMGT. The task is: Regression. Given a peptide amino acid sequence and an MHC pseudo amino acid sequence, predict their binding affinity value. This is MHC class I binding data. (1) The peptide sequence is FTDNKSCVSL. The MHC is HLA-A02:01 with pseudo-sequence HLA-A02:01. The binding affinity (normalized) is 0.115. (2) The peptide sequence is GAFDLSHFL. The MHC is HLA-B15:01 with pseudo-sequence HLA-B15:01. The binding affinity (normalized) is 0.172. (3) The peptide sequence is TTLLFVVML. The MHC is H-2-Db with pseudo-sequence H-2-Db. The binding affinity (normalized) is 0.00610. (4) The peptide sequence is QTLISLNSM. The MHC is HLA-A02:02 with pseudo-sequence HLA-A02:02. The binding affinity (normalized) is 0.0874. (5) The peptide sequence is LQYEGGAAL. The MHC is HLA-B40:01 with pseudo-sequence HLA-B40:01. The binding affinity (normalized) is 0.685. (6) The peptide sequence is TLLCPTDCFR. The MHC is Patr-A0101 with pseudo-sequence Patr-A0101. The binding affinity (normalized) is 0.672. (7) The peptide sequence is ETIEILRNY. The MHC is HLA-B39:01 with pseudo-sequence HLA-B39:01. The binding affinity (normalized) is 0.0847.